This data is from NCI-60 drug combinations with 297,098 pairs across 59 cell lines. The task is: Regression. Given two drug SMILES strings and cell line genomic features, predict the synergy score measuring deviation from expected non-interaction effect. (1) Drug 1: CC1=C(C=C(C=C1)NC2=NC=CC(=N2)N(C)C3=CC4=NN(C(=C4C=C3)C)C)S(=O)(=O)N.Cl. Drug 2: CC=C1C(=O)NC(C(=O)OC2CC(=O)NC(C(=O)NC(CSSCCC=C2)C(=O)N1)C(C)C)C(C)C. Cell line: COLO 205. Synergy scores: CSS=37.3, Synergy_ZIP=3.04, Synergy_Bliss=-3.22, Synergy_Loewe=-71.5, Synergy_HSA=-8.58. (2) Drug 1: CN(C)N=NC1=C(NC=N1)C(=O)N. Drug 2: B(C(CC(C)C)NC(=O)C(CC1=CC=CC=C1)NC(=O)C2=NC=CN=C2)(O)O. Cell line: TK-10. Synergy scores: CSS=-0.531, Synergy_ZIP=0.612, Synergy_Bliss=0.371, Synergy_Loewe=-1.17, Synergy_HSA=-1.67. (3) Drug 2: CC1=C(C(=CC=C1)Cl)NC(=O)C2=CN=C(S2)NC3=CC(=NC(=N3)C)N4CCN(CC4)CCO. Synergy scores: CSS=23.7, Synergy_ZIP=-10.0, Synergy_Bliss=-3.18, Synergy_Loewe=-0.349, Synergy_HSA=0.0164. Drug 1: CCC1=C2CN3C(=CC4=C(C3=O)COC(=O)C4(CC)O)C2=NC5=C1C=C(C=C5)O. Cell line: HS 578T. (4) Drug 1: C1CC(=O)NC(=O)C1N2CC3=C(C2=O)C=CC=C3N. Drug 2: CC12CCC3C(C1CCC2=O)CC(=C)C4=CC(=O)C=CC34C. Cell line: CCRF-CEM. Synergy scores: CSS=63.4, Synergy_ZIP=-3.82, Synergy_Bliss=-4.83, Synergy_Loewe=-4.42, Synergy_HSA=-4.41.